Task: Predict the reaction yield, written as a fraction of the theoretical maximum amount of product (1.0 means a 100% yield; for example, 0.34 means a 34% yield).. Dataset: Reaction yield outcomes from USPTO patents with 853,638 reactions (1) The reactants are [CH3:1][C:2]1(C)OC(=O)[CH:5]([C:9]([C@@H:11]2[CH2:15][CH2:14][CH2:13][N:12]2[C:16]([O:18][C:19]([CH3:22])([CH3:21])[CH3:20])=[O:17])=[O:10])[C:4](=[O:23])[O:3]1. The catalyst is CCO. The product is [CH2:2]([O:3][C:4](=[O:23])[CH2:5][C:9]([C@@H:11]1[CH2:15][CH2:14][CH2:13][N:12]1[C:16]([O:18][C:19]([CH3:22])([CH3:21])[CH3:20])=[O:17])=[O:10])[CH3:1]. The yield is 0.960. (2) The reactants are [O:1]1[CH:5]=[CH:4][CH:3]=[C:2]1[S:6](Cl)(=[O:8])=[O:7].[NH2:10][C@H:11]([CH2:16][OH:17])[C@H:12]([CH2:14][CH3:15])[CH3:13].C(N(CC)CC)C.CCOC(C)=O.CCCCCC. The catalyst is C(Cl)Cl. The product is [OH:17][CH2:16][C@@H:11]([NH:10][S:6]([C:2]1[O:1][CH:5]=[CH:4][CH:3]=1)(=[O:8])=[O:7])[C@@H:12]([CH3:13])[CH2:14][CH3:15]. The yield is 0.721. (3) The reactants are [F:1][C:2]([F:13])([F:12])[C:3]1[CH:11]=[CH:10][CH:9]=[CH:8][C:4]=1[C:5](Cl)=[O:6].[CH2:14]([NH2:16])[CH3:15]. No catalyst specified. The product is [CH2:14]([NH:16][C:5](=[O:6])[C:4]1[CH:8]=[CH:9][CH:10]=[CH:11][C:3]=1[C:2]([F:13])([F:12])[F:1])[CH3:15]. The yield is 0.670. (4) The product is [Cl:23][C:14]1[C:8]2[C:9](=[CH:10][N:11]=[C:6]([CH2:5][OH:4])[CH:7]=2)[O:12][CH:13]=1. No catalyst specified. The reactants are C([O:4][CH2:5][C:6]1[CH:7]=[C:8]2[CH:14]=[CH:13][O:12][C:9]2=[CH:10][N:11]=1)(=O)C.C([O-])([O-])=O.[K+].[K+].O.C(Cl)[Cl:23]. The yield is 0.680. (5) The reactants are [N+:1]([C:4]1[CH:17]=[CH:16][C:7]([O:8][C:9]2[N:14]=[CH:13][N:12]=[C:11]([NH2:15])[CH:10]=2)=[CH:6][CH:5]=1)([O-])=O.[Cl-].[NH4+].C(O)C. The catalyst is [Fe].O. The product is [NH2:1][C:4]1[CH:17]=[CH:16][C:7]([O:8][C:9]2[N:14]=[CH:13][N:12]=[C:11]([NH2:15])[CH:10]=2)=[CH:6][CH:5]=1. The yield is 1.00. (6) The reactants are [Si:1]([O:8][C:9]1[CH:14]=[CH:13][C:12]([C:15]2[N:16]=[C:17]([C:22]#[C:23][C:24]3[CH:29]=[CH:28][CH:27]=[CH:26][CH:25]=3)[C:18]([NH2:21])=[N:19][CH:20]=2)=[CH:11][CH:10]=1)([C:4]([CH3:7])([CH3:6])[CH3:5])([CH3:3])[CH3:2].[Si:30]([O:37][C:38]1[CH:43]=[CH:42][C:41]([CH2:44][C:45](Cl)=[O:46])=[CH:40][CH:39]=1)([C:33]([CH3:36])([CH3:35])[CH3:34])([CH3:32])[CH3:31].O. The catalyst is CN(C)C1C=CN=CC=1.N1C=CC=CC=1. The product is [Si:30]([O:37][C:38]1[CH:39]=[CH:40][C:41]([CH2:44][C:45]([NH:21][C:18]2[C:17]([C:22]#[C:23][C:24]3[CH:29]=[CH:28][CH:27]=[CH:26][CH:25]=3)=[N:16][C:15]([C:12]3[CH:11]=[CH:10][C:9]([O:8][Si:1]([C:4]([CH3:7])([CH3:5])[CH3:6])([CH3:2])[CH3:3])=[CH:14][CH:13]=3)=[CH:20][N:19]=2)=[O:46])=[CH:42][CH:43]=1)([C:33]([CH3:36])([CH3:35])[CH3:34])([CH3:32])[CH3:31]. The yield is 0.600.